This data is from Forward reaction prediction with 1.9M reactions from USPTO patents (1976-2016). The task is: Predict the product of the given reaction. Given the reactants [CH:1]1([N:7]([CH:18]2[CH2:23][CH2:22][CH2:21][CH2:20][CH2:19]2)[C:8]([NH:10][C:11]2[S:12][C:13]([CH:16]=O)=[CH:14][N:15]=2)=[O:9])[CH2:6][CH2:5][CH2:4][CH2:3][CH2:2]1.Cl.[C:25]([O:29][C:30](=[O:33])[CH2:31][NH2:32])([CH3:28])([CH3:27])[CH3:26].C(O[BH-](OC(=O)C)OC(=O)C)(=O)C.[Na+], predict the reaction product. The product is: [C:25]([O:29][C:30](=[O:33])[CH2:31][NH:32][CH2:16][C:13]1[S:12][C:11]([NH:10][C:8]([N:7]([CH:18]2[CH2:19][CH2:20][CH2:21][CH2:22][CH2:23]2)[CH:1]2[CH2:6][CH2:5][CH2:4][CH2:3][CH2:2]2)=[O:9])=[N:15][CH:14]=1)([CH3:28])([CH3:27])[CH3:26].